From a dataset of Reaction yield outcomes from USPTO patents with 853,638 reactions. Predict the reaction yield, written as a fraction of the theoretical maximum amount of product (1.0 means a 100% yield; for example, 0.34 means a 34% yield). (1) The product is [F:1][C:2]1[C:3]([C:34]2[O:35][CH:36]=[CH:37][N:38]=2)=[C:4]([C:8]([N:10]2[C@@H:14]3[CH2:15][CH2:16][C@H:11]2[C@H:12]([NH:17][C:18]2[CH:23]=[N:22][C:21]([C:24]([F:27])([F:26])[F:25])=[CH:20][N:19]=2)[CH2:13]3)=[O:9])[CH:5]=[CH:6][CH:7]=1. The reactants are [F:1][C:2]1[C:3](I)=[C:4]([C:8]([N:10]2[C@@H:14]3[CH2:15][CH2:16][C@H:11]2[C@H:12]([NH:17][C:18]2[CH:23]=[N:22][C:21]([C:24]([F:27])([F:26])[F:25])=[CH:20][N:19]=2)[CH2:13]3)=[O:9])[CH:5]=[CH:6][CH:7]=1.C([Sn](CCCC)(CCCC)[C:34]1[O:35][CH:36]=[CH:37][N:38]=1)CCC. The yield is 0.390. The catalyst is COCCOC. (2) The reactants are [Br:1][C:2]1[C:3]([NH2:22])=[N:4][CH:5]=[C:6]([C:8]2[CH:13]=[CH:12][C:11]([O:14][Si:15]([C:18]([CH3:21])([CH3:20])[CH3:19])([CH3:17])[CH3:16])=[CH:10][CH:9]=2)[N:7]=1.[Si:23]([O:30][C:31]1[CH:36]=[CH:35][C:34]([CH2:37][C:38](Cl)=[O:39])=[CH:33][CH:32]=1)([C:26]([CH3:29])([CH3:28])[CH3:27])([CH3:25])[CH3:24].O. The catalyst is CN(C)C1C=CN=CC=1.N1C=CC=CC=1. The product is [Br:1][C:2]1[C:3]([NH:22][C:38](=[O:39])[CH2:37][C:34]2[CH:33]=[CH:32][C:31]([O:30][Si:23]([C:26]([CH3:28])([CH3:27])[CH3:29])([CH3:24])[CH3:25])=[CH:36][CH:35]=2)=[N:4][CH:5]=[C:6]([C:8]2[CH:9]=[CH:10][C:11]([O:14][Si:15]([C:18]([CH3:19])([CH3:21])[CH3:20])([CH3:16])[CH3:17])=[CH:12][CH:13]=2)[N:7]=1. The yield is 0.589. (3) The reactants are [ClH:1].[CH2:2]([N:6]1[CH2:11][CH2:10][CH:9]([CH2:12][NH:13][C:14]([C:16]2[C:24]3[CH:23]=[CH:22][CH:21]=[CH:20][C:19]=3[N:18]3[CH2:25][CH2:26][CH2:27][O:28][C:17]=23)=[O:15])[CH2:8][CH2:7]1)[CH2:3][CH2:4][CH3:5]. The catalyst is C(O)C. The product is [ClH:1].[CH2:2]([N:6]1[CH2:7][CH2:8][CH:9]([CH2:12][NH:13][C:14]([C:16]2[C:24]3[CH:23]=[CH:22][CH:21]=[CH:20][C:19]=3[N:18]3[CH2:25][CH2:26][CH2:27][O:28][C:17]=23)=[O:15])[CH2:10][CH2:11]1)[CH2:3][CH2:4][CH3:5]. The yield is 0.940. (4) The reactants are [N:1]1([C:6]2[CH:11]=[CH:10][C:9](/[CH:12]=[CH:13]/[C:14]([C:20]3[CH:25]=[C:24]([Cl:26])[CH:23]=[C:22]([Cl:27])[CH:21]=3)([OH:19])[C:15]([F:18])([F:17])[F:16])=[CH:8][CH:7]=2)[CH:5]=[N:4][CH:3]=[N:2]1.[H-].[Na+].[CH3:30]I. The catalyst is C1COCC1. The product is [Cl:27][C:22]1[CH:21]=[C:20]([C:14]([O:19][CH3:30])([C:15]([F:18])([F:17])[F:16])/[CH:13]=[CH:12]/[C:9]2[CH:10]=[CH:11][C:6]([N:1]3[CH:5]=[N:4][CH:3]=[N:2]3)=[CH:7][CH:8]=2)[CH:25]=[C:24]([Cl:26])[CH:23]=1. The yield is 0.350. (5) The reactants are [Cl:1][C:2]1[CH:3]=[C:4]([C:8]2[C:17]3[C:12](=[CH:13][CH:14]=[C:15]([C:18](O)([C:28]4[N:32]([CH3:33])[CH:31]=[N:30][CH:29]=4)[C:19]4[CH:24]=[CH:23][C:22]([N+:25]([O-:27])=[O:26])=[CH:21][CH:20]=4)[CH:16]=3)[N:11]([CH3:35])[C:10](=[O:36])[CH:9]=2)[CH:5]=[CH:6][CH:7]=1.S(Cl)([Cl:39])=O. No catalyst specified. The product is [ClH:1].[Cl:39][C:18]([C:28]1[N:32]([CH3:33])[CH:31]=[N:30][CH:29]=1)([C:19]1[CH:20]=[CH:21][C:22]([N+:25]([O-:27])=[O:26])=[CH:23][CH:24]=1)[C:15]1[CH:16]=[C:17]2[C:12](=[CH:13][CH:14]=1)[N:11]([CH3:35])[C:10](=[O:36])[CH:9]=[C:8]2[C:4]1[CH:5]=[CH:6][CH:7]=[C:2]([Cl:1])[CH:3]=1. The yield is 1.00. (6) The reactants are [NH2:1][C:2]1[N:3]([CH3:26])[C:4](=[O:25])[C:5]2([C:15]3[C:10](=[CH:11][CH:12]=[C:13](Br)[CH:14]=3)[O:9][CH:8]([C:17]3[CH:22]=[CH:21][CH:20]=[C:19]([O:23][CH3:24])[CH:18]=3)[CH2:7]2)[N:6]=1.[C:27]([C:29]1[CH:34]=[CH:33][C:32](B(O)O)=[CH:31][CH:30]=1)#[N:28]. The catalyst is O1CCOCC1.C([O-])([O-])=O.[Cs+].[Cs+].Cl[Pd](Cl)([P](C1C=CC=CC=1)(C1C=CC=CC=1)C1C=CC=CC=1)[P](C1C=CC=CC=1)(C1C=CC=CC=1)C1C=CC=CC=1. The product is [NH2:1][C:2]1[N:3]([CH3:26])[C:4](=[O:25])[C:5]2([C:15]3[C:10](=[CH:11][CH:12]=[C:13]([C:31]4[CH:30]=[C:29]([CH:34]=[CH:33][CH:32]=4)[C:27]#[N:28])[CH:14]=3)[O:9][CH:8]([C:17]3[CH:22]=[CH:21][CH:20]=[C:19]([O:23][CH3:24])[CH:18]=3)[CH2:7]2)[N:6]=1. The yield is 0.200.